Dataset: Catalyst prediction with 721,799 reactions and 888 catalyst types from USPTO. Task: Predict which catalyst facilitates the given reaction. (1) Reactant: [CH2:1]([O:3][C:4]([CH:6]1[CH2:11][CH2:10][CH2:9][NH:8][CH2:7]1)=[O:5])[CH3:2].[O:12]1[CH2:14][C@@H:13]1[CH2:15][O:16][C:17]1[CH:26]=[CH:25][CH:24]=[C:23]2[C:18]=1[CH:19]=[CH:20][CH:21]=[N:22]2. Product: [CH2:1]([O:3][C:4]([C@@H:6]1[CH2:11][CH2:10][CH2:9][N:8]([CH2:14][CH:13]([OH:12])[CH2:15][O:16][C:17]2[CH:26]=[CH:25][CH:24]=[C:23]3[C:18]=2[CH:19]=[CH:20][CH:21]=[N:22]3)[CH2:7]1)=[O:5])[CH3:2]. The catalyst class is: 8. (2) Reactant: [Cl:1][C:2]1[CH:7]=[CH:6][CH:5]=[CH:4][C:3]=1[C:8]1[C:14]2[CH:15]=[C:16]([C:21]#[N:22])[C:17]([O:19]C)=[CH:18][C:13]=2[NH:12][C:11](=[O:23])[CH2:10][N:9]=1.[Cl-].[Cl-].[Cl-].[Al+3]. Product: [Cl:1][C:2]1[CH:7]=[CH:6][CH:5]=[CH:4][C:3]=1[C:8]1[C:14]2[CH:15]=[C:16]([C:21]#[N:22])[C:17]([OH:19])=[CH:18][C:13]=2[NH:12][C:11](=[O:23])[CH2:10][N:9]=1. The catalyst class is: 26.